This data is from Forward reaction prediction with 1.9M reactions from USPTO patents (1976-2016). The task is: Predict the product of the given reaction. (1) Given the reactants [N:1]1[CH:6]=[CH:5][C:4]([N:7]2[CH2:12][CH2:11][CH:10]([CH2:13][O:14][C:15]([NH:17][NH:18][C:19]3[C:20]([NH2:25])=[CH:21][CH:22]=[CH:23][CH:24]=3)=[O:16])[CH2:9][CH2:8]2)=[CH:3][CH:2]=1.[Cl:26][C:27]1[CH:28]=[C:29]([CH:33]=[CH:34][CH:35]=1)[C:30](Cl)=[O:31], predict the reaction product. The product is: [OH2:14].[ClH:26].[Cl:26][C:27]1[CH:28]=[C:29]([CH:33]=[CH:34][CH:35]=1)[C:30]([NH:25][C:20]1[C:19]([NH:18][NH:17][C:15]([O:14][CH2:13][CH:10]2[CH2:9][CH2:8][N:7]([C:4]3[CH:5]=[CH:6][N:1]=[CH:2][CH:3]=3)[CH2:12][CH2:11]2)=[O:16])=[CH:24][CH:23]=[CH:22][CH:21]=1)=[O:31].[Cl:26][C:27]1[CH:28]=[C:29]([CH:33]=[CH:34][CH:35]=1)[C:30]([NH:25][C:20]1[C:19]([NH:18][NH:17][C:15]([O:14][CH2:13][CH:10]2[CH2:9][CH2:8][N:7]([C:4]3[CH:5]=[CH:6][N:1]=[CH:2][CH:3]=3)[CH2:12][CH2:11]2)=[O:16])=[CH:24][CH:23]=[CH:22][CH:21]=1)=[O:31].[ClH:26]. (2) Given the reactants BrC1C=CC(N)=CC=1F.C(OCC)(=O)/C=C/C.[NH2:18][C:19]1[C:24](F)=[CH:23][C:22](/[C:26](/[CH3:33])=[CH:27]/[C:28]([O:30][CH2:31][CH3:32])=[O:29])=[C:21]([F:34])[CH:20]=1, predict the reaction product. The product is: [NH2:18][C:19]1[CH:24]=[CH:23][C:22](/[C:26](/[CH3:33])=[CH:27]/[C:28]([O:30][CH2:31][CH3:32])=[O:29])=[C:21]([F:34])[CH:20]=1. (3) Given the reactants [C:1]([O:5][C:6](=[O:21])[CH2:7][N:8]1[C:16]2[C:11](=[CH:12][C:13]([OH:17])=[CH:14][CH:15]=2)[C:10]([C:18](=[O:20])[NH2:19])=[CH:9]1)([CH3:4])([CH3:3])[CH3:2].[C:22]([O-])([O-])=O.[Cs+].[Cs+].CI, predict the reaction product. The product is: [C:1]([O:5][C:6](=[O:21])[CH2:7][N:8]1[C:16]2[C:11](=[CH:12][C:13]([O:17][CH3:22])=[CH:14][CH:15]=2)[C:10]([C:18](=[O:20])[NH2:19])=[CH:9]1)([CH3:4])([CH3:2])[CH3:3]. (4) Given the reactants CN(C(ON1N=NC2C=CC=NC1=2)=[N+](C)C)C.F[P-](F)(F)(F)(F)F.[F:25][C:26]1[CH:34]=[CH:33][C:29]([C:30]([OH:32])=O)=[C:28]([N+:35]([O-:37])=[O:36])[CH:27]=1.Cl.[NH2:39][C@@H:40]([CH:45]1[CH2:50][CH2:49][CH2:48][CH2:47][CH2:46]1)[C:41]([O:43][CH3:44])=[O:42].C(N(C(C)C)CC)(C)C, predict the reaction product. The product is: [CH:45]1([C@H:40]([NH:39][C:30]([C:29]2[CH:33]=[CH:34][C:26]([F:25])=[CH:27][C:28]=2[N+:35]([O-:37])=[O:36])=[O:32])[C:41]([O:43][CH3:44])=[O:42])[CH2:50][CH2:49][CH2:48][CH2:47][CH2:46]1.